From a dataset of NCI-60 drug combinations with 297,098 pairs across 59 cell lines. Regression. Given two drug SMILES strings and cell line genomic features, predict the synergy score measuring deviation from expected non-interaction effect. (1) Drug 1: CC1C(C(CC(O1)OC2CC(CC3=C2C(=C4C(=C3O)C(=O)C5=C(C4=O)C(=CC=C5)OC)O)(C(=O)CO)O)N)O.Cl. Cell line: UACC62. Synergy scores: CSS=15.7, Synergy_ZIP=-2.72, Synergy_Bliss=1.90, Synergy_Loewe=6.12, Synergy_HSA=3.99. Drug 2: CN(C(=O)NC(C=O)C(C(C(CO)O)O)O)N=O. (2) Drug 1: C1CCC(C1)C(CC#N)N2C=C(C=N2)C3=C4C=CNC4=NC=N3. Drug 2: CN(C)C1=NC(=NC(=N1)N(C)C)N(C)C. Cell line: HOP-62. Synergy scores: CSS=-15.8, Synergy_ZIP=2.17, Synergy_Bliss=-7.90, Synergy_Loewe=-14.8, Synergy_HSA=-13.5. (3) Drug 1: CC1CCC2CC(C(=CC=CC=CC(CC(C(=O)C(C(C(=CC(C(=O)CC(OC(=O)C3CCCCN3C(=O)C(=O)C1(O2)O)C(C)CC4CCC(C(C4)OC)OCCO)C)C)O)OC)C)C)C)OC. Drug 2: CN(CC1=CN=C2C(=N1)C(=NC(=N2)N)N)C3=CC=C(C=C3)C(=O)NC(CCC(=O)O)C(=O)O. Cell line: MDA-MB-435. Synergy scores: CSS=28.8, Synergy_ZIP=-2.04, Synergy_Bliss=-1.97, Synergy_Loewe=-19.5, Synergy_HSA=-2.04. (4) Drug 1: CNC(=O)C1=NC=CC(=C1)OC2=CC=C(C=C2)NC(=O)NC3=CC(=C(C=C3)Cl)C(F)(F)F. Drug 2: C1CC(=O)NC(=O)C1N2C(=O)C3=CC=CC=C3C2=O. Cell line: UACC62. Synergy scores: CSS=3.83, Synergy_ZIP=-2.32, Synergy_Bliss=0.661, Synergy_Loewe=-0.642, Synergy_HSA=-0.0447. (5) Cell line: UO-31. Drug 2: C(CC(=O)O)C(=O)CN.Cl. Drug 1: C#CCC(CC1=CN=C2C(=N1)C(=NC(=N2)N)N)C3=CC=C(C=C3)C(=O)NC(CCC(=O)O)C(=O)O. Synergy scores: CSS=3.73, Synergy_ZIP=-1.72, Synergy_Bliss=-3.45, Synergy_Loewe=-0.569, Synergy_HSA=-2.79. (6) Drug 1: COC1=CC(=CC(=C1O)OC)C2C3C(COC3=O)C(C4=CC5=C(C=C24)OCO5)OC6C(C(C7C(O6)COC(O7)C8=CC=CS8)O)O. Drug 2: CC1=CC2C(CCC3(C2CCC3(C(=O)C)OC(=O)C)C)C4(C1=CC(=O)CC4)C. Cell line: NCIH23. Synergy scores: CSS=55.7, Synergy_ZIP=2.07, Synergy_Bliss=3.17, Synergy_Loewe=-52.2, Synergy_HSA=1.39. (7) Drug 1: CC1=C(C=C(C=C1)C(=O)NC2=CC(=CC(=C2)C(F)(F)F)N3C=C(N=C3)C)NC4=NC=CC(=N4)C5=CN=CC=C5. Drug 2: CCC1=C2CN3C(=CC4=C(C3=O)COC(=O)C4(CC)O)C2=NC5=C1C=C(C=C5)O. Cell line: IGROV1. Synergy scores: CSS=15.3, Synergy_ZIP=-0.592, Synergy_Bliss=4.00, Synergy_Loewe=-58.4, Synergy_HSA=0.0500. (8) Drug 1: C1CN1C2=NC(=NC(=N2)N3CC3)N4CC4. Drug 2: CC12CCC3C(C1CCC2OP(=O)(O)O)CCC4=C3C=CC(=C4)OC(=O)N(CCCl)CCCl.[Na+]. Cell line: CCRF-CEM. Synergy scores: CSS=59.4, Synergy_ZIP=-2.31, Synergy_Bliss=-3.72, Synergy_Loewe=-28.7, Synergy_HSA=-2.47.